Regression. Given two drug SMILES strings and cell line genomic features, predict the synergy score measuring deviation from expected non-interaction effect. From a dataset of NCI-60 drug combinations with 297,098 pairs across 59 cell lines. (1) Drug 1: CC=C1C(=O)NC(C(=O)OC2CC(=O)NC(C(=O)NC(CSSCCC=C2)C(=O)N1)C(C)C)C(C)C. Drug 2: CC(C)NC(=O)C1=CC=C(C=C1)CNNC.Cl. Cell line: IGROV1. Synergy scores: CSS=40.0, Synergy_ZIP=5.02, Synergy_Bliss=1.70, Synergy_Loewe=-45.5, Synergy_HSA=-0.839. (2) Drug 1: COC1=NC(=NC2=C1N=CN2C3C(C(C(O3)CO)O)O)N. Drug 2: CC(C)NC(=O)C1=CC=C(C=C1)CNNC.Cl. Cell line: CAKI-1. Synergy scores: CSS=-13.1, Synergy_ZIP=5.52, Synergy_Bliss=0.898, Synergy_Loewe=-14.7, Synergy_HSA=-12.5. (3) Drug 1: CC12CCC(CC1=CCC3C2CCC4(C3CC=C4C5=CN=CC=C5)C)O. Drug 2: CCC1(CC2CC(C3=C(CCN(C2)C1)C4=CC=CC=C4N3)(C5=C(C=C6C(=C5)C78CCN9C7C(C=CC9)(C(C(C8N6C=O)(C(=O)OC)O)OC(=O)C)CC)OC)C(=O)OC)O.OS(=O)(=O)O. Cell line: 786-0. Synergy scores: CSS=22.7, Synergy_ZIP=2.49, Synergy_Bliss=10.5, Synergy_Loewe=3.69, Synergy_HSA=10.7. (4) Drug 1: C1CCC(C1)C(CC#N)N2C=C(C=N2)C3=C4C=CNC4=NC=N3. Drug 2: CC=C1C(=O)NC(C(=O)OC2CC(=O)NC(C(=O)NC(CSSCCC=C2)C(=O)N1)C(C)C)C(C)C. Cell line: M14. Synergy scores: CSS=20.8, Synergy_ZIP=-3.63, Synergy_Bliss=-7.67, Synergy_Loewe=-60.7, Synergy_HSA=-15.1.